From a dataset of Forward reaction prediction with 1.9M reactions from USPTO patents (1976-2016). Predict the product of the given reaction. (1) Given the reactants [C:1]([O:5][C:6]([N:8]1[C:13]([CH3:14])=[CH:12][C:11](Cl)=[CH:10][CH:9]1[CH2:16][CH2:17][CH2:18][CH2:19][CH3:20])=[O:7])([CH3:4])([CH3:3])[CH3:2].C(=O)([O-])[O-].[Li+].[Li+].[H][H], predict the reaction product. The product is: [C:1]([O:5][C:6]([N:8]1[C:13]([CH3:14])=[CH:12][CH2:11][CH2:10][CH:9]1[CH2:16][CH2:17][CH2:18][CH2:19][CH3:20])=[O:7])([CH3:4])([CH3:3])[CH3:2]. (2) Given the reactants C(OC([N:8]1[CH2:14][CH2:13][CH2:12][C@H:9]1[CH2:10][OH:11])=O)(C)(C)C.O[C:16]1[CH:25]=[CH:24][C:19]([C:20]([O:22][CH3:23])=[O:21])=[CH:18][C:17]=1[N+:26]([O-:28])=[O:27].C1C=CC(P(C2C=CC=CC=2)C2C=CC=CC=2)=CC=1.N(C(OC(C)C)=O)=NC(OC(C)C)=O, predict the reaction product. The product is: [N+:26]([C:17]1[CH:18]=[C:19]([CH:24]=[CH:25][C:16]=1[O:11][CH2:10][CH:9]1[CH2:12][CH2:13][CH2:14][NH:8]1)[C:20]([O:22][CH3:23])=[O:21])([O-:28])=[O:27]. (3) Given the reactants [Br:1][C:2]1[CH:7]=[CH:6][C:5]([CH2:8][C:9]#[N:10])=[CH:4][CH:3]=1.[C:11](=O)([O-])[O-].[K+].[K+], predict the reaction product. The product is: [Br:1][C:2]1[CH:7]=[CH:6][C:5]([CH:8]([CH3:11])[C:9]#[N:10])=[CH:4][CH:3]=1.